This data is from Experimentally validated miRNA-target interactions with 360,000+ pairs, plus equal number of negative samples. The task is: Binary Classification. Given a miRNA mature sequence and a target amino acid sequence, predict their likelihood of interaction. (1) The miRNA is hsa-miR-1298-5p with sequence UUCAUUCGGCUGUCCAGAUGUA. The protein sequence of the target gene is MGPLMVLFCLLFLYPGLADSAPSCPQNVNISGGTFTLSHGWAPGSLLTYSCPQGLYPSPASRLCKSSGQWQTPGATRSLSKAVCKPVRCPAPVSFENGIYTPRLGSYPVGGNVSFECEDGFILRGSPVRQCRPNGMWDGETAVCDNGAGHCPNPGISLGAVRTGFRFGHGDKVRYRCSSNLVLTGSSERECQGNGVWSGTEPICRQPYSYDFPEDVAPALGTSFSHMLGATNPTQKTKESLGRKIQIQRSGHLNLYLLLDCSQSVSENDFLIFKESASLMVDRIFSFEINVSVAIITFAS.... Result: 0 (no interaction). (2) The miRNA is hsa-miR-215-5p with sequence AUGACCUAUGAAUUGACAGAC. The protein sequence of the target gene is MPADLSGTWTLLSSDNFEGYMLALGIDFATRKIAKLLKPQKVIEQNGDSFTIHTNSSLRNYFVKFKVGEEFDEDNRGLDNRKCKSLVIWDNDRLTCIQKGEKKNRGWTHWIEGDKLHLEMFCEGQVCKQTFQRA. Result: 1 (interaction). (3) The miRNA is hsa-miR-4727-5p with sequence AUCUGCCAGCUUCCACAGUGG. The protein sequence of the target gene is MAAAVAMETDDAGNRLRFQLELEFVQCLANPNYLNFLAQRGYFKDKAFVNYLKYLLYWKDPEYAKYLKYPQCLHMLELLQYEHFRKELVNAQCAKFIDEQQILHWQHYSRKRMRLQQALAEQQQQNNTSGK. Result: 0 (no interaction). (4) The miRNA is hsa-miR-1297 with sequence UUCAAGUAAUUCAGGUG. The protein sequence of the target gene is MAGMDSGNLKTARLWRDAALRARKLRSNLRQLTLTAAGACPGAGADALESPASPQLVLPANLGDIEALNLGNNGLEEVPEGLGSALGSLRVLVLRRNRFARLPPAVAELGHHLTELDVSHNRLTALGAEVVSALRELRKLNLSHNQLPALPAQLGALAHLEELDVSFNRLAHLPDSLSCLSRLRTLDVDHNQLTAFPRQLLQLVALEELDVSSNRLRGLPEDISALRALKILWLSGAELGTLPAGFCELASLESLMLDNNGLQALPAQFSCLQRLKMLNLSSNLFEEFPAALLPLAGLEE.... Result: 1 (interaction). (5) The miRNA is mmu-miR-742-3p with sequence GAAAGCCACCAUGCUGGGUAAA. The protein sequence of the target gene is MRPPALLALFSCSAAFALMSEEIKEKVTPSQDLRQSSLPGRHDIDLKEIVFVIQSQSNSFHAKRAEQLKKNILKQAANLTQDLPRVLLLHQLAKQEGAWTILPLLPHFSVTYSKNSAWIFFCEEETRLQIPRLLDTLRRYDPSKEWFLGKALYDEESTIIHHYAFSENPTVFKYPDFAAGWALSIPLVNKLAKRLKSEALKSDFTIDLKHEIALYIWDKGGGPALTPVPEFCTEDVDPRCVTTFHSFLPLCGVPVKKEEIFVAVKTCKKFHADRIPIVKKTWAAQASLIEYYSDYAETAI.... Result: 1 (interaction).